From a dataset of Reaction yield outcomes from USPTO patents with 853,638 reactions. Predict the reaction yield, written as a fraction of the theoretical maximum amount of product (1.0 means a 100% yield; for example, 0.34 means a 34% yield). (1) The reactants are Br[C:2]1[C:3]([NH2:22])=[N:4][CH:5]=[C:6]([C:8]2[CH:13]=[CH:12][C:11]([O:14][Si:15]([C:18]([CH3:21])([CH3:20])[CH3:19])([CH3:17])[CH3:16])=[CH:10][CH:9]=2)[N:7]=1.[C:23]1([C:29]#[CH:30])[CH:28]=[CH:27][CH:26]=[CH:25][CH:24]=1.O. The catalyst is C(NCC)C.[Cu]I.Cl[Pd](Cl)([P](C1C=CC=CC=1)(C1C=CC=CC=1)C1C=CC=CC=1)[P](C1C=CC=CC=1)(C1C=CC=CC=1)C1C=CC=CC=1. The product is [Si:15]([O:14][C:11]1[CH:12]=[CH:13][C:8]([C:6]2[N:7]=[C:2]([C:30]#[C:29][C:23]3[CH:28]=[CH:27][CH:26]=[CH:25][CH:24]=3)[C:3]([NH2:22])=[N:4][CH:5]=2)=[CH:9][CH:10]=1)([C:18]([CH3:21])([CH3:20])[CH3:19])([CH3:17])[CH3:16]. The yield is 0.986. (2) The reactants are [O:1]=[C:2]1[C:7]([CH2:8][C:9]2[CH:16]=[CH:15][C:12]([C:13]#[N:14])=[CH:11][CH:10]=2)=[CH:6][NH:5][C:4](=[S:17])[NH:3]1.C([O-])([O-])=O.[K+].[K+].[Cl:24][C:25]1[CH:30]=[CH:29][C:28]([O:31][C:32]2[CH:37]=[CH:36][C:35]([CH2:38][CH2:39]I)=[CH:34][CH:33]=2)=[CH:27][C:26]=1[C:41]([F:44])([F:43])[F:42]. The catalyst is CC(C)=O. The product is [Cl:24][C:25]1[CH:30]=[CH:29][C:28]([O:31][C:32]2[CH:33]=[CH:34][C:35]([CH2:38][CH2:39][S:17][C:4]3[NH:5][CH:6]=[C:7]([CH2:8][C:9]4[CH:16]=[CH:15][C:12]([C:13]#[N:14])=[CH:11][CH:10]=4)[C:2](=[O:1])[N:3]=3)=[CH:36][CH:37]=2)=[CH:27][C:26]=1[C:41]([F:42])([F:43])[F:44]. The yield is 0.374.